The task is: Predict the product of the given reaction.. This data is from Forward reaction prediction with 1.9M reactions from USPTO patents (1976-2016). (1) Given the reactants Cl.Cl.COC1C=CC(N2CCNCC2)=CC=1.Br[CH2:18][CH2:19][C:20]1[CH:25]=[CH:24][CH:23]=[CH:22][CH:21]=1.[F:26][C:27]1[CH:28]=[C:29]([N:35]2[CH2:40][CH2:39][NH:38][CH2:37][CH2:36]2)[CH:30]=[CH:31][C:32]=1[O:33][CH3:34].C1(CCBr)CCCCC1, predict the reaction product. The product is: [CH:20]1([CH2:19][CH2:18][N:38]2[CH2:37][CH2:36][N:35]([C:29]3[CH:30]=[CH:31][C:32]([O:33][CH3:34])=[C:27]([F:26])[CH:28]=3)[CH2:40][CH2:39]2)[CH2:25][CH2:24][CH2:23][CH2:22][CH2:21]1. (2) Given the reactants [NH2:1][C:2]1[CH:35]=[CH:34][C:5]([CH2:6][CH:7]2[CH2:11][CH2:10][C@H:9]([C@H:12]([O:19][Si:20]([C:23]([CH3:26])([CH3:25])[CH3:24])([CH3:22])[CH3:21])[C:13]3[CH:18]=[CH:17][CH:16]=[CH:15][CH:14]=3)[N:8]2[C:27]([O:29][C:30]([CH3:33])([CH3:32])[CH3:31])=[O:28])=[CH:4][CH:3]=1, predict the reaction product. The product is: [NH2:1][C:2]1[CH:3]=[CH:4][C:5]([CH2:6][C@@H:7]2[CH2:11][CH2:10][C@H:9]([C@H:12]([O:19][Si:20]([C:23]([CH3:26])([CH3:25])[CH3:24])([CH3:22])[CH3:21])[C:13]3[CH:18]=[CH:17][CH:16]=[CH:15][CH:14]=3)[N:8]2[C:27]([O:29][C:30]([CH3:33])([CH3:32])[CH3:31])=[O:28])=[CH:34][CH:35]=1.